The task is: Regression. Given two drug SMILES strings and cell line genomic features, predict the synergy score measuring deviation from expected non-interaction effect.. This data is from NCI-60 drug combinations with 297,098 pairs across 59 cell lines. (1) Drug 1: C1CN1C2=NC(=NC(=N2)N3CC3)N4CC4. Drug 2: CC1=C(C(=O)C2=C(C1=O)N3CC4C(C3(C2COC(=O)N)OC)N4)N. Cell line: HOP-92. Synergy scores: CSS=17.0, Synergy_ZIP=-6.60, Synergy_Bliss=-1.09, Synergy_Loewe=-3.15, Synergy_HSA=-0.0680. (2) Drug 1: CS(=O)(=O)C1=CC(=C(C=C1)C(=O)NC2=CC(=C(C=C2)Cl)C3=CC=CC=N3)Cl. Drug 2: CCN(CC)CCNC(=O)C1=C(NC(=C1C)C=C2C3=C(C=CC(=C3)F)NC2=O)C. Cell line: HL-60(TB). Synergy scores: CSS=7.36, Synergy_ZIP=0.975, Synergy_Bliss=5.56, Synergy_Loewe=-1.27, Synergy_HSA=-0.606.